This data is from Catalyst prediction with 721,799 reactions and 888 catalyst types from USPTO. The task is: Predict which catalyst facilitates the given reaction. Reactant: [F:1][C:2]1[CH:3]=[CH:4][C:5]2[N:9]=[C:8]([CH3:10])[N:7]([C:11]3[C:19]4[O:18][CH2:17][C@@H:16]([NH:20][C:21]5[CH:33]=[CH:32][C:24]6[C@H:25]([CH2:28][C:29]([OH:31])=[O:30])[CH2:26][O:27][C:23]=6[CH:22]=5)[C:15]=4[CH:14]=[CH:13][CH:12]=3)[C:6]=2[CH:34]=1.[OH-].[Na+:36].C(#N)C. Product: [F:1][C:2]1[CH:3]=[CH:4][C:5]2[N:9]=[C:8]([CH3:10])[N:7]([C:11]3[C:19]4[O:18][CH2:17][C@@H:16]([NH:20][C:21]5[CH:33]=[CH:32][C:24]6[C@H:25]([CH2:28][C:29]([O-:31])=[O:30])[CH2:26][O:27][C:23]=6[CH:22]=5)[C:15]=4[CH:14]=[CH:13][CH:12]=3)[C:6]=2[CH:34]=1.[Na+:36]. The catalyst class is: 6.